This data is from Full USPTO retrosynthesis dataset with 1.9M reactions from patents (1976-2016). The task is: Predict the reactants needed to synthesize the given product. Given the product [CH2:13]([O:15][C@@H:16]([CH2:22][C:23]1[CH:24]=[CH:25][C:26]([O:11][CH2:10]/[CH:9]=[C:8](/[C:5]2[CH:4]=[CH:3][C:2]([I:1])=[CH:7][CH:6]=2)\[CH3:12])=[CH:27][CH:28]=1)[C:17]([O:19][CH2:20][CH3:21])=[O:18])[CH3:14], predict the reactants needed to synthesize it. The reactants are: [I:1][C:2]1[CH:7]=[CH:6][C:5](/[C:8](/[CH3:12])=[CH:9]/[CH2:10][OH:11])=[CH:4][CH:3]=1.[CH2:13]([O:15][C@@H:16]([CH2:22][C:23]1[CH:28]=[CH:27][C:26](O)=[CH:25][CH:24]=1)[C:17]([O:19][CH2:20][CH3:21])=[O:18])[CH3:14].